This data is from Forward reaction prediction with 1.9M reactions from USPTO patents (1976-2016). The task is: Predict the product of the given reaction. (1) Given the reactants C[Si]([N-][Si](C)(C)C)(C)C.[K+].C[Si]([N-][Si](C)(C)C)(C)C.[K+].C1COCC1.[CH3:26][C:27]#[N:28].F[C:30]1[N:35]=[CH:34][C:33]([C:36]2[CH:50]=[CH:49][C:39]([O:40][CH2:41][CH2:42][N:43]3[CH2:48][CH2:47][O:46][CH2:45][CH2:44]3)=[CH:38][CH:37]=2)=[CH:32][CH:31]=1, predict the reaction product. The product is: [O:46]1[CH2:47][CH2:48][N:43]([CH2:42][CH2:41][O:40][C:39]2[CH:49]=[CH:50][C:36]([C:33]3[CH:32]=[CH:31][C:30]([CH2:26][C:27]#[N:28])=[N:35][CH:34]=3)=[CH:37][CH:38]=2)[CH2:44][CH2:45]1. (2) Given the reactants [O:1]([C:3]1[CH:8]=[CH:7][C:6]([Cl:9])=[CH:5][C:4]=1[NH:10][C:11]([NH:13][C:14]1[CH:22]=[CH:21][CH:20]=[C:19]2[C:15]=1[CH2:16][CH2:17][N:18]2[CH2:23][C:24]1[CH:29]=[CH:28][N:27]=[C:26]2[N:30](C(OC(C)(C)C)=O)[CH:31]=[CH:32][C:25]=12)=[O:12])[CH3:2].Cl, predict the reaction product. The product is: [ClH:9].[O:1]([C:3]1[CH:8]=[CH:7][C:6]([Cl:9])=[CH:5][C:4]=1[NH:10][C:11]([NH:13][C:14]1[CH:22]=[CH:21][CH:20]=[C:19]2[C:15]=1[CH2:16][CH2:17][N:18]2[CH2:23][C:24]1[CH:29]=[CH:28][N:27]=[C:26]2[NH:30][CH:31]=[CH:32][C:25]=12)=[O:12])[CH3:2]. (3) Given the reactants [C:1]([NH:4][CH2:5]/[C:6](=[CH:11]\[C:12]1[CH:17]=[CH:16][CH:15]=[CH:14][CH:13]=1)/[C:7]([O:9][CH3:10])=[O:8])(=[O:3])[CH3:2].[H][H], predict the reaction product. The product is: [C:1]([NH:4][CH2:5][C@H:6]([CH2:11][C:12]1[CH:13]=[CH:14][CH:15]=[CH:16][CH:17]=1)[C:7]([O:9][CH3:10])=[O:8])(=[O:3])[CH3:2]. (4) Given the reactants C([O:5][C:6](=[O:33])[CH2:7][N:8]1[C:16]2[CH2:15][CH2:14][CH:13]([N:17]([S:19]([C:22]3[CH:27]=[CH:26][C:25]([F:28])=[CH:24][CH:23]=3)(=[O:21])=[O:20])[CH3:18])[CH2:12][C:11]=2[C:10]2[N:29]=[CH:30][CH:31]=[CH:32][C:9]1=2)(C)(C)C.CO.[OH-].[Na+].Cl, predict the reaction product. The product is: [F:28][C:25]1[CH:26]=[CH:27][C:22]([S:19]([N:17]([CH:13]2[CH2:14][CH2:15][C:16]3[N:8]([CH2:7][C:6]([OH:33])=[O:5])[C:9]4[CH:32]=[CH:31][CH:30]=[N:29][C:10]=4[C:11]=3[CH2:12]2)[CH3:18])(=[O:21])=[O:20])=[CH:23][CH:24]=1. (5) The product is: [F:74][C:72]1[CH:71]=[N:70][C:69]([NH:45][C:46]2[S:50][N:49]=[C:48]([CH3:51])[CH:47]=2)=[C:68]([CH:73]=1)[C:67]([O:66][CH2:64][CH3:65])=[O:76]. Given the reactants O.CC1(C)C2C=CC=C(P(C3C=CC=CC=3)C3C=CC=CC=3)C=2OC2C1=CC=CC=2P(C1C=CC=CC=1)C1C=CC=CC=1.Cl.[NH2:45][C:46]1[S:50][N:49]=[C:48]([CH3:51])[CH:47]=1.C(=O)([O-])[O-].[Na+].[Na+].CC(C)([O-])C.[Na+].[CH2:64]([O:66][C:67](=[O:76])[C:68]1[CH:73]=[C:72]([F:74])[CH:71]=[N:70][C:69]=1Cl)[CH3:65], predict the reaction product. (6) Given the reactants Cl[C:2]1[N:11]=[C:10]2[C:5]([C:6](=[O:18])[C:7]([C:15]([OH:17])=[O:16])=[CH:8][N:9]2[CH:12]2[CH2:14][CH2:13]2)=[CH:4][C:3]=1[F:19].[F:20][C:21]1[CH:22]=[C:23]([N:35]2[CH2:39][C@H:38]([CH2:40][NH:41][C:42](=[O:44])[CH3:43])[O:37][C:36]2=[O:45])[CH:24]=[CH:25][C:26]=1[O:27][CH2:28][C:29]1([OH:34])[CH2:33][CH2:32][NH:31][CH2:30]1.C(N(CC)CC)C.C[Si](C)(C)Cl, predict the reaction product. The product is: [C:42]([NH:41][CH2:40][C@@H:38]1[O:37][C:36](=[O:45])[N:35]([C:23]2[CH:24]=[CH:25][C:26]([O:27][CH2:28][C:29]3([OH:34])[CH2:33][CH2:32][N:31]([C:2]4[N:11]=[C:10]5[C:5]([C:6](=[O:18])[C:7]([C:15]([OH:17])=[O:16])=[CH:8][N:9]5[CH:12]5[CH2:14][CH2:13]5)=[CH:4][C:3]=4[F:19])[CH2:30]3)=[C:21]([F:20])[CH:22]=2)[CH2:39]1)(=[O:44])[CH3:43]. (7) Given the reactants [CH3:1][N:2]([C:9]1[CH:14]=[CH:13][C:12]([S:15]([OH:18])(=O)=[O:16])=[CH:11][CH:10]=1)[CH2:3][C:4]([O:6][CH2:7][CH3:8])=[O:5].C(Cl)(=O)C([Cl:22])=O, predict the reaction product. The product is: [Cl:22][S:15]([C:12]1[CH:13]=[CH:14][C:9]([N:2]([CH3:1])[CH2:3][C:4]([O:6][CH2:7][CH3:8])=[O:5])=[CH:10][CH:11]=1)(=[O:18])=[O:16]. (8) Given the reactants Cl[C:2]([O:4][C:5]1[CH:10]=[CH:9][C:8]([O:11][C:12]2[C:17]([Cl:18])=[CH:16][C:15]([C:19]([F:22])([F:21])[F:20])=[CH:14][N:13]=2)=[CH:7][CH:6]=1)=[O:3].[CH:23]1([CH2:26][N:27]2[CH2:32][CH2:31][NH:30][CH2:29][CH2:28]2)[CH2:25][CH2:24]1.[K+].[Br-], predict the reaction product. The product is: [Cl:18][C:17]1[C:12]([O:11][C:8]2[CH:9]=[CH:10][C:5]([O:4][C:2]([N:30]3[CH2:31][CH2:32][N:27]([CH2:26][CH:23]4[CH2:25][CH2:24]4)[CH2:28][CH2:29]3)=[O:3])=[CH:6][CH:7]=2)=[N:13][CH:14]=[C:15]([C:19]([F:22])([F:21])[F:20])[CH:16]=1.